Dataset: Full USPTO retrosynthesis dataset with 1.9M reactions from patents (1976-2016). Task: Predict the reactants needed to synthesize the given product. (1) Given the product [CH3:1][O:2][N:3]([CH3:21])[C:4]([CH:6]1[CH2:10][S:9][C:8](=[O:11])[N:7]1[CH2:12][C:13]1[CH:18]=[CH:17][C:16]([O:19][CH3:20])=[CH:15][CH:14]=1)=[O:5], predict the reactants needed to synthesize it. The reactants are: [CH3:1][O:2][N:3]([CH3:21])[C:4]([C@@H:6]1[CH2:10][S:9][C:8](=[O:11])[N:7]1[CH2:12][C:13]1[CH:18]=[CH:17][C:16]([O:19][CH3:20])=[CH:15][CH:14]=1)=[O:5].C(OC(C)C)(=O)C.COC1C=CC(CN2C(C(O)=O)CSC2=O)=CC=1.CN1CCOCC1.C(Cl)(=O)C(C)(C)C.CONC. (2) The reactants are: [F:1][C:2]1[CH:3]=[C:4]2[C:9](=[CH:10][C:11]=1[O:12]C)[N:8]=[C:7]([CH3:14])[CH:6]=[CH:5]2.[NH4+].[OH-]. Given the product [F:1][C:2]1[CH:3]=[C:4]2[C:9](=[CH:10][C:11]=1[OH:12])[N:8]=[C:7]([CH3:14])[CH:6]=[CH:5]2, predict the reactants needed to synthesize it. (3) Given the product [Br:1][C:2]1[CH:13]=[C:6]([C:7](=[O:8])[CH3:16])[C:5]([O:14][CH3:15])=[N:4][CH:3]=1, predict the reactants needed to synthesize it. The reactants are: [Br:1][C:2]1[CH:3]=[N:4][C:5]([O:14][CH3:15])=[C:6]([CH:13]=1)[C:7](N(OC)C)=[O:8].[CH3:16][Mg+].[Br-].[NH4+].[Cl-]. (4) The reactants are: Cl.Cl.[CH3:3][O:4][CH2:5][CH2:6][O:7][C:8]1[CH:9]=[CH:10][C:11]2[O:15][C:14]([C:16]([NH:18][C:19]3[CH:24]=[CH:23][C:22]([Cl:25])=[CH:21][N:20]=3)=[O:17])=[C:13]([NH:26][C:27]([C@H:29]3[CH2:34][CH2:33][C@H](NC)[CH2:31][CH2:30]3)=[O:28])[C:12]=2[CH:37]=1.ON1C2C=CC=C[C:42]=2N=N1.Cl.C(N=C=NCCCN(C)C)C.C(=O)([O-])O.[Na+].[CH3:65][N:66]([CH3:69])[CH:67]=[O:68]. Given the product [C:67]([N:66]([C@H:69]1[CH2:33][CH2:34][C@H:29]([C:27]([NH:26][C:13]2[C:12]3[CH:37]=[C:8]([O:7][CH2:6][CH2:5][O:4][CH3:3])[CH:9]=[CH:10][C:11]=3[O:15][C:14]=2[C:16]([NH:18][C:19]2[CH:24]=[CH:23][C:22]([Cl:25])=[CH:21][N:20]=2)=[O:17])=[O:28])[CH2:30][CH2:31]1)[CH3:65])(=[O:68])[CH3:42], predict the reactants needed to synthesize it. (5) Given the product [OH:39][C@@H:37]([CH3:38])[C:35]([N:1]1[CH2:6][CH2:5][CH2:4][CH:3]([CH2:7][NH:8][C:9]([C:11]2[C:15]3[N:16]=[CH:17][N:18]=[C:19]([C:20]4[C:28]5[O:27][CH2:26][O:25][C:24]=5[CH:23]=[CH:22][C:21]=4[O:29][CH2:30][CH:31]4[CH2:33][CH2:32]4)[C:14]=3[NH:13][CH:12]=2)=[O:10])[CH2:2]1)=[O:36], predict the reactants needed to synthesize it. The reactants are: [NH:1]1[CH2:6][CH2:5][CH2:4][CH:3]([CH2:7][NH:8][C:9]([C:11]2[C:15]3[N:16]=[CH:17][N:18]=[C:19]([C:20]4[C:28]5[O:27][CH2:26][O:25][C:24]=5[CH:23]=[CH:22][C:21]=4[O:29][CH2:30][CH:31]4[CH2:33][CH2:32]4)[C:14]=3[NH:13][CH:12]=2)=[O:10])[CH2:2]1.Cl[C:35]([C@@H:37]([O:39]C(=O)C)[CH3:38])=[O:36].